This data is from Catalyst prediction with 721,799 reactions and 888 catalyst types from USPTO. The task is: Predict which catalyst facilitates the given reaction. (1) Reactant: [CH3:1][C:2]1[CH:9]=[C:8]([CH3:10])[CH:7]=[C:6]([CH3:11])[C:3]=1[CH2:4][OH:5].[C:12]1(=[O:18])[O:17][C:15](=[O:16])[CH2:14][CH2:13]1.C(=O)([O-])[O-].[Cs+].[Cs+]. Product: [CH3:1][C:2]1[CH:9]=[C:8]([CH3:10])[CH:7]=[C:6]([CH3:11])[C:3]=1[CH2:4][O:5][C:12](=[O:18])[CH2:13][CH2:14][C:15]([OH:17])=[O:16]. The catalyst class is: 12. (2) The catalyst class is: 27. Product: [C:1]([O:5][C:6]([N:8]1[CH2:12][CH2:11][CH2:10][CH:9]1[C:13](=[O:15])[NH:16][C:43]1[C:44]([F:49])=[CH:45][CH:46]=[CH:47][C:42]=1[C:37]1[CH:38]=[CH:39][CH:40]=[CH:41][C:36]=1[S:33](=[O:35])(=[O:34])[NH:32][C:28]([CH3:31])([CH3:30])[CH3:29])=[O:7])([CH3:4])([CH3:3])[CH3:2]. Reactant: [C:1]([O:5][C:6]([N:8]1[CH2:12][CH2:11][CH2:10][CH:9]1[C:13]([OH:15])=O)=[O:7])([CH3:4])([CH3:3])[CH3:2].[N:16]1C=CC=CC=1.C(Cl)(=O)C(Cl)=O.[C:28]([NH:32][S:33]([C:36]1[C:37]([C:42]2[CH:47]=[CH:46][C:45](N)=[C:44]([F:49])[CH:43]=2)=[CH:38][CH:39]=[CH:40][CH:41]=1)(=[O:35])=[O:34])([CH3:31])([CH3:30])[CH3:29]. (3) Reactant: [Cl:1][C:2]1[CH:3]=[C:4]([NH:10][C:11](=[O:33])[C:12]([C:20]#[C:21][C:22]2[CH:27]=[CH:26][C:25]([CH:28]3OCC[O:29]3)=[CH:24][CH:23]=2)([OH:19])[CH:13]2[CH2:18][CH2:17][CH2:16][CH2:15][CH2:14]2)[CH:5]=[CH:6][C:7]=1[C:8]#[N:9].Cl.C(=O)([O-])O.[Na+]. Product: [Cl:1][C:2]1[CH:3]=[C:4]([NH:10][C:11](=[O:33])[C:12]([C:20]#[C:21][C:22]2[CH:23]=[CH:24][C:25]([CH:28]=[O:29])=[CH:26][CH:27]=2)([OH:19])[CH:13]2[CH2:18][CH2:17][CH2:16][CH2:15][CH2:14]2)[CH:5]=[CH:6][C:7]=1[C:8]#[N:9]. The catalyst class is: 5. (4) The catalyst class is: 4. Product: [Cl:1][C:2]1[CH:3]=[C:4]([C:9]2[CH:14]=[CH:13][CH:12]=[CH:11][C:10]=2[NH:15][C:37]([C:35]2[C:34]([CH3:40])=[N:33][N:32]([CH3:31])[CH:36]=2)=[O:38])[CH:5]=[CH:6][C:7]=1[F:8]. Reactant: [Cl:1][C:2]1[CH:3]=[C:4]([C:9]2[CH:14]=[CH:13][CH:12]=[CH:11][C:10]=2[NH2:15])[CH:5]=[CH:6][C:7]=1[F:8].O=C1N(P(Cl)(N2CCOC2=O)=O)CCO1.[CH3:31][N:32]1[CH:36]=[C:35]([C:37](O)=[O:38])[C:34]([CH3:40])=[N:33]1.C(N(CC)CC)C. (5) Reactant: [Cl:1][C:2]1[CH:3]=[C:4]([CH:23]=[CH:24][CH:25]=1)[CH2:5][CH:6]1[CH2:11][CH2:10][CH:9]([CH2:12][O:13][C:14]2[CH:21]=[CH:20][CH:19]=[C:18](F)[C:15]=2[C:16]#[N:17])[CH2:8][CH2:7]1.C(=O)(O)O.[NH2:30][C:31]([NH2:33])=[NH:32].O. Product: [Cl:1][C:2]1[CH:3]=[C:4]([CH:23]=[CH:24][CH:25]=1)[CH2:5][CH:6]1[CH2:11][CH2:10][CH:9]([CH2:12][O:13][C:14]2[CH:21]=[CH:20][CH:19]=[C:18]3[C:15]=2[C:16]([NH2:17])=[N:32][C:31]([NH2:33])=[N:30]3)[CH2:8][CH2:7]1. The catalyst class is: 44. (6) Reactant: [F:1][C@H:2]1[C@@H:7]([NH:8][C:9]([O:11][CH3:12])=[O:10])[CH2:6][CH2:5][N:4](C(OC(C)(C)C)=O)[CH2:3]1.C(O)(C(F)(F)F)=O. Product: [F:1][C@H:2]1[C@@H:7]([NH:8][C:9](=[O:10])[O:11][CH3:12])[CH2:6][CH2:5][NH:4][CH2:3]1. The catalyst class is: 2. (7) Reactant: [CH2:1]([NH:8][CH2:9][CH2:10][CH2:11][CH2:12][C:13]1[C:21]2[C:16](=[CH:17][CH:18]=[CH:19][CH:20]=2)[NH:15][CH:14]=1)C1C=CC=CC=1.[H-].[Al+3].[Li+].[H-].[H-].[H-].C(NC(=[O:49])CCCC1C2C(=CC=CC=2)NC=1)C1C=CC=CC=1.[OH-].[Na+]. Product: [NH:8]1[CH2:9][CH2:10][CH2:11][CH2:12][C:13]2([C:21]3[C:16](=[CH:17][CH:18]=[CH:19][CH:20]=3)[NH:15][C:14]2=[O:49])[CH2:1]1. The catalyst class is: 1. (8) Product: [Cl:1][C:2]1[CH:3]=[C:4]([N:13]2[C:18](=[O:19])[C:17]3[NH:20][CH:21]=[CH:22][C:16]=3[N:15]=[C:14]2[S:23][CH2:25][CH2:26][O:27][CH2:28][CH2:29][O:30][CH2:31][CH3:32])[CH:5]=[CH:6][C:7]=1[O:8][CH2:9][CH:10]1[CH2:11][CH2:12]1. Reactant: [Cl:1][C:2]1[CH:3]=[C:4]([N:13]2[C:18](=[O:19])[C:17]3[NH:20][CH:21]=[CH:22][C:16]=3[NH:15][C:14]2=[S:23])[CH:5]=[CH:6][C:7]=1[O:8][CH2:9][CH:10]1[CH2:12][CH2:11]1.Br[CH2:25][CH2:26][O:27][CH2:28][CH2:29][O:30][CH2:31][CH3:32].[I-].[Na+].C(=O)([O-])O.[Na+]. The catalyst class is: 9. (9) Reactant: [CH3:1][C:2]1[CH:12]=[CH:11][CH:10]=[C:4]2[C:5]([O:7][C:8](=[O:9])[C:3]=12)=O.Cl.[NH2:14][C:15]1([CH3:23])[CH2:20][CH2:19][C:18](=[O:21])[NH:17][C:16]1=[O:22].C([O-])(=O)C.[Na+]. Product: [CH3:1][C:2]1[CH:12]=[CH:11][CH:10]=[C:4]2[C:3]=1[C:8](=[O:9])[N:14]([C:15]1([CH3:23])[CH2:20][CH2:19][C:18](=[O:21])[NH:17][C:16]1=[O:22])[C:5]2=[O:7]. The catalyst class is: 15. (10) Reactant: [C:1]([O:5][C:6]([N:8]1[CH2:12][C@@H:11]([NH:13]C(OCC[Si](C)(C)C)=O)[C@H:10]([CH2:23][NH:24][CH:25]([CH3:27])[CH3:26])[CH2:9]1)=[O:7])([CH3:4])([CH3:3])[CH3:2].C([C@H]1CNC[C@@H]1CN(C(C)C)[C:42](=[O:57])[C:43]1[CH:48]=[CH:47][C:46]([CH2:49][CH3:50])=[C:45]([O:51][CH2:52][CH2:53][CH2:54][O:55][CH3:56])[CH:44]=1)C1C=CC=CC=1.CCCCCC.CCOC(C)=O.CC#N.O. Product: [C:1]([O:5][C:6]([N:8]1[CH2:9][C@@H:10]([CH2:23][N:24]([C:42](=[O:57])[C:43]2[CH:48]=[CH:47][C:46]([CH2:49][CH3:50])=[C:45]([O:51][CH2:52][CH2:53][CH2:54][O:55][CH3:56])[CH:44]=2)[CH:25]([CH3:26])[CH3:27])[C@H:11]([NH2:13])[CH2:12]1)=[O:7])([CH3:2])([CH3:3])[CH3:4]. The catalyst class is: 578.